The task is: Predict the reaction yield, written as a fraction of the theoretical maximum amount of product (1.0 means a 100% yield; for example, 0.34 means a 34% yield).. This data is from Reaction yield outcomes from USPTO patents with 853,638 reactions. (1) The reactants are [F:1][C:2]1[CH:3]=[CH:4][C:5]2[O:9][C:8]([CH:10]=[O:11])=[CH:7][C:6]=2[CH:12]=1.[BH4-].[Na+]. The catalyst is CCO. The product is [F:1][C:2]1[CH:3]=[CH:4][C:5]2[O:9][C:8]([CH2:10][OH:11])=[CH:7][C:6]=2[CH:12]=1. The yield is 0.910. (2) The reactants are [F:1][C:2]1[CH:3]=[CH:4][C:5](C#N)=[N:6][CH:7]=1.C[Mg]Br.[NH4+].[Cl-].C([O:18][CH2:19][CH3:20])(=O)C. The catalyst is C1COCC1. The product is [F:1][C:2]1[CH:3]=[CH:4][C:5]([C:19](=[O:18])[CH3:20])=[N:6][CH:7]=1. The yield is 0.340. (3) The reactants are [CH3:1][C:2]1[NH:3][C:4]2[CH2:5][C:6]([CH3:13])([CH3:12])[CH2:7][C:8](=[O:11])[C:9]=2[CH:10]=1.[S:14]1[CH:18]=[CH:17][CH:16]=[C:15]1[S:19]([C:22]1[CH:29]=[CH:28][CH:27]=[CH:26][C:23]=1[CH:24]=[O:25])(=[O:21])=[O:20].[OH-].[Na+]. The catalyst is FC(F)(F)CO.[Cl-].[NH4+].[Au]. The product is [OH:25][CH:24]([C:23]1[CH:26]=[CH:27][CH:28]=[CH:29][C:22]=1[S:19]([C:15]1[S:14][CH:18]=[CH:17][CH:16]=1)(=[O:21])=[O:20])[C:10]1[C:9]2[C:8](=[O:11])[CH2:7][C:6]([CH3:13])([CH3:12])[CH2:5][C:4]=2[NH:3][C:2]=1[CH3:1]. The yield is 0.590. (4) The reactants are Br[C:2]1[C:7](=[O:8])[N:6]([CH2:9][C:10]2[CH:15]=[CH:14][C:13]([C:16]3[C:17]([C:22]#[N:23])=[CH:18][CH:19]=[CH:20][CH:21]=3)=[C:12]([F:24])[CH:11]=2)[C:5]([CH2:25][CH2:26][CH3:27])=[N:4][C:3]=1[CH3:28].[CH:29]([O:32][C:33]1[CH:38]=[CH:37][C:36](B(O)O)=[CH:35][CH:34]=1)([CH3:31])[CH3:30].C(=O)([O-])[O-].[Cs+].[Cs+].O1CCOCC1. The catalyst is C(OCC)(=O)C.C1C=CC(P(C2C=CC=CC=2)[C-]2C=CC=C2)=CC=1.C1C=CC(P(C2C=CC=CC=2)[C-]2C=CC=C2)=CC=1.Cl[Pd]Cl.[Fe+2].ClCCl. The product is [F:24][C:12]1[CH:11]=[C:10]([CH2:9][N:6]2[C:7](=[O:8])[C:2]([C:36]3[CH:37]=[CH:38][C:33]([O:32][CH:29]([CH3:31])[CH3:30])=[CH:34][CH:35]=3)=[C:3]([CH3:28])[N:4]=[C:5]2[CH2:25][CH2:26][CH3:27])[CH:15]=[CH:14][C:13]=1[C:16]1[C:17]([C:22]#[N:23])=[CH:18][CH:19]=[CH:20][CH:21]=1. The yield is 0.990. (5) The reactants are [Cl:1][C:2]1[CH:3]=[C:4]2[C:13](=[CH:14][CH:15]=1)[C:12](=[O:16])[C:11]1[C:10]([OH:17])=[CH:9][C:8]([OH:18])=[CH:7][C:6]=1[N:5]2[CH3:19].Cl[C:21]1C=C2C(=CC=1)C(=O)C1C(O)=CC(O)=CC=1N2.C(=O)([O-])[O-].[K+].[K+].IC. The catalyst is CC(C)=O. The product is [Cl:1][C:2]1[CH:3]=[C:4]2[C:13](=[CH:14][CH:15]=1)[C:12](=[O:16])[C:11]1[C:10]([OH:17])=[CH:9][C:8]([O:18][CH3:21])=[CH:7][C:6]=1[N:5]2[CH3:19]. The yield is 0.650. (6) The reactants are [Cl:1][C:2]1[CH:11]=[CH:10][C:9]2[C:4](=[N:5][CH:6]=[CH:7][C:8]=2Cl)[N:3]=1.[NH2:13][C:14]1[CH:19]=[C:18]([CH3:20])[CH:17]=[CH:16][C:15]=1[S:21][C:22]1[CH:27]=[CH:26][C:25]([NH:28][C:29](=[O:31])[CH3:30])=[CH:24][CH:23]=1. No catalyst specified. The product is [Cl:1][C:2]1[N:3]=[C:4]2[C:9]([C:8]([NH:13][C:14]3[CH:19]=[C:18]([CH3:20])[CH:17]=[CH:16][C:15]=3[S:21][C:22]3[CH:27]=[CH:26][C:25]([NH:28][C:29](=[O:31])[CH3:30])=[CH:24][CH:23]=3)=[CH:7][CH:6]=[N:5]2)=[CH:10][CH:11]=1. The yield is 0.480. (7) The reactants are [CH2:1]([O:3][CH2:4][C@H:5]1[CH2:9][O:8]C(C2C=CC=CC=2)=[N:6]1)[CH3:2].[ClH:16]. No catalyst specified. The product is [ClH:16].[NH2:6][C@@H:5]([CH2:4][O:3][CH2:1][CH3:2])[CH2:9][OH:8]. The yield is 0.620. (8) The reactants are [C:1]([OH:11])(=[O:10])[C@@H:2]([C:4]1[CH:9]=[CH:8][CH:7]=[CH:6][CH:5]=1)[OH:3].O1[B:17]([C@@H:18]([NH:23][C:24](=[O:42])[C@@H:25]([NH:33][C:34]([C:36]2[CH:41]=[N:40][CH:39]=[CH:38][N:37]=2)=[O:35])[CH2:26][C:27]2[CH:32]=[CH:31][CH:30]=[CH:29][CH:28]=2)[CH2:19][CH:20]([CH3:22])[CH3:21])O[B:17]([C@@H:18]([NH:23][C:24](=[O:42])[C@@H:25]([NH:33][C:34]([C:36]2[CH:41]=[N:40][CH:39]=[CH:38][N:37]=2)=[O:35])[CH2:26][C:27]2[CH:32]=[CH:31][CH:30]=[CH:29][CH:28]=2)[CH2:19][CH:20]([CH3:22])[CH3:21])O[B:17]1[C@@H:18]([NH:23][C:24](=[O:42])[C@@H:25]([NH:33][C:34]([C:36]1[CH:41]=[N:40][CH:39]=[CH:38][N:37]=1)=[O:35])[CH2:26][C:27]1[CH:32]=[CH:31][CH:30]=[CH:29][CH:28]=1)[CH2:19][CH:20]([CH3:22])[CH3:21]. The catalyst is CCOC(C)=O. The product is [CH2:26]([C@H:25]([NH:33][C:34]([C:36]1[CH:41]=[N:40][CH:39]=[CH:38][N:37]=1)=[O:35])[C:24]([NH:23][C@H:18]([B:17]1[O:10][C:1](=[O:11])[C@@H:2]([C:4]2[CH:9]=[CH:8][CH:7]=[CH:6][CH:5]=2)[O:3]1)[CH2:19][CH:20]([CH3:22])[CH3:21])=[O:42])[C:27]1[CH:32]=[CH:31][CH:30]=[CH:29][CH:28]=1. The yield is 0.800. (9) The reactants are [NH:1]1[C:10]2[C:5](=[CH:6][CH:7]=[CH:8][CH:9]=2)[CH2:4][CH2:3][CH2:2]1.Cl.C(N=C=NCCCN(C)C)C.[CH3:23][O:24][C:25]1[C:26](=[O:52])[C:27]([CH3:51])=[C:28]([CH2:34][C:35]2[CH:36]=[CH:37][C:38]([O:44][C:45]3[CH:50]=[CH:49][CH:48]=[CH:47][CH:46]=3)=[C:39]([CH:43]=2)[C:40](O)=[O:41])[C:29](=[O:33])[C:30]=1[O:31][CH3:32]. The catalyst is C(Cl)Cl. The product is [CH3:23][O:24][C:25]1[C:26](=[O:52])[C:27]([CH3:51])=[C:28]([CH2:34][C:35]2[CH:36]=[CH:37][C:38]([O:44][C:45]3[CH:50]=[CH:49][CH:48]=[CH:47][CH:46]=3)=[C:39]([CH:43]=2)[C:40]([N:1]2[C:10]3[C:5](=[CH:6][CH:7]=[CH:8][CH:9]=3)[CH2:4][CH2:3][CH2:2]2)=[O:41])[C:29](=[O:33])[C:30]=1[O:31][CH3:32]. The yield is 0.520. (10) The reactants are Cl[CH2:2][C:3]([C:5]1[CH:10]=[CH:9][C:8]([C:11]([F:14])([F:13])[F:12])=[CH:7][CH:6]=1)=[O:4].[C:15]([O:21][CH3:22])(=[O:20])[CH2:16][C:17]([CH3:19])=O. No catalyst specified. The product is [CH3:19][C:17]1[O:4][C:3]([C:5]2[CH:10]=[CH:9][C:8]([C:11]([F:14])([F:13])[F:12])=[CH:7][CH:6]=2)=[CH:2][C:16]=1[C:15]([O:21][CH3:22])=[O:20]. The yield is 0.390.